This data is from Reaction yield outcomes from USPTO patents with 853,638 reactions. The task is: Predict the reaction yield, written as a fraction of the theoretical maximum amount of product (1.0 means a 100% yield; for example, 0.34 means a 34% yield). (1) The catalyst is C1COCC1.O. The yield is 0.450. The reactants are [H-].[Na+].[C:3]([O:7][C:8]([NH:10][C:11]1[S:12][C:13]([C:16]([O:18][CH2:19][CH3:20])=[O:17])=[CH:14][N:15]=1)=[O:9])([CH3:6])([CH3:5])[CH3:4].I[CH3:22].[OH-].[Na+]. The product is [C:3]([O:7][C:8]([N:10]([CH3:22])[C:11]1[S:12][C:13]([C:16]([O:18][CH2:19][CH3:20])=[O:17])=[CH:14][N:15]=1)=[O:9])([CH3:6])([CH3:5])[CH3:4]. (2) The reactants are [C:1]([O:5][C:6](=[O:29])[N:7]([CH2:9][C@H:10]1[CH2:15][CH2:14][C@H:13]([O:16][CH2:17][CH2:18][CH2:19][CH2:20][O:21]CC2C=CC=CC=2)[CH2:12][CH2:11]1)[CH3:8])([CH3:4])([CH3:3])[CH3:2]. The catalyst is CO.[Pd]. The product is [C:1]([O:5][C:6](=[O:29])[N:7]([CH2:9][C@H:10]1[CH2:11][CH2:12][C@H:13]([O:16][CH2:17][CH2:18][CH2:19][CH2:20][OH:21])[CH2:14][CH2:15]1)[CH3:8])([CH3:2])([CH3:4])[CH3:3]. The yield is 0.956. (3) The reactants are [CH3:1][C:2]1[CH:3]=[C:4]([NH:9][C:10]2[S:11][CH:12]=[CH:13][N:14]=2)[CH:5]=[C:6]([CH3:8])[CH:7]=1.[CH3:15][C:16]([O:19][C:20](O[C:20]([O:19][C:16]([CH3:18])([CH3:17])[CH3:15])=[O:21])=[O:21])([CH3:18])[CH3:17]. The catalyst is CN(C1C=CN=CC=1)C.CC(O)(C)C. The product is [CH3:8][C:6]1[CH:5]=[C:4]([N:9]([C:10]2[S:11][CH:12]=[CH:13][N:14]=2)[C:20](=[O:21])[O:19][C:16]([CH3:18])([CH3:17])[CH3:15])[CH:3]=[C:2]([CH3:1])[CH:7]=1. The yield is 0.240. (4) The reactants are Br[CH2:2][C:3]1[C:13]([Cl:14])=[N:12][CH:11]=[CH:10][C:4]=1[C:5]([O:7]CC)=O.Cl.[CH3:16][C:17]1[CH:18]=[C:19]([CH:29]([NH2:31])[CH3:30])[CH:20]=[N:21][C:22]=1[CH2:23][CH2:24][C:25]([F:28])([F:27])[F:26]. No catalyst specified. The product is [Cl:14][C:13]1[C:3]2[CH2:2][N:31]([CH:29]([C:19]3[CH:20]=[N:21][C:22]([CH2:23][CH2:24][C:25]([F:28])([F:26])[F:27])=[C:17]([CH3:16])[CH:18]=3)[CH3:30])[C:5](=[O:7])[C:4]=2[CH:10]=[CH:11][N:12]=1. The yield is 0.890. (5) The reactants are [CH3:1][O:2][C:3]1[CH:8]=[CH:7][C:6]([C:9]([C:11]2[CH:16]=[CH:15][C:14]([O:17][Si](C(C)C)(C(C)C)C(C)C)=[CH:13][CH:12]=2)=[O:10])=[C:5]([O:28][CH2:29][O:30][CH3:31])[CH:4]=1.O.O.O.[F-].C([N+](CCCC)(CCCC)CCCC)CCC. The catalyst is O1CCCC1. The product is [OH:17][C:14]1[CH:13]=[CH:12][C:11]([C:9]([C:6]2[CH:7]=[CH:8][C:3]([O:2][CH3:1])=[CH:4][C:5]=2[O:28][CH2:29][O:30][CH3:31])=[O:10])=[CH:16][CH:15]=1. The yield is 0.790. (6) The reactants are N12CCCN=C1CCCCC2.Cl.[NH2:13][CH2:14][C:15]1[CH:23]=[CH:22][CH:21]=[C:20]2[C:16]=1[C:17](=[O:33])[N:18]([CH:25]1[CH2:30][CH2:29][C:28](=[O:31])[NH:27][C:26]1=[O:32])[C:19]2=[O:24].[C:34]1([N:40]=[C:41]=[O:42])[CH:39]=[CH:38][CH:37]=[CH:36][CH:35]=1. The catalyst is CC#N. The product is [O:32]=[C:26]1[CH:25]([N:18]2[C:17](=[O:33])[C:16]3[C:20](=[CH:21][CH:22]=[CH:23][C:15]=3[CH2:14][NH:13][C:41]([NH:40][C:34]3[CH:39]=[CH:38][CH:37]=[CH:36][CH:35]=3)=[O:42])[C:19]2=[O:24])[CH2:30][CH2:29][C:28](=[O:31])[NH:27]1. The yield is 0.310.